This data is from Full USPTO retrosynthesis dataset with 1.9M reactions from patents (1976-2016). The task is: Predict the reactants needed to synthesize the given product. Given the product [OH:6][C:7]1[CH:8]=[C:9]2[C:14](=[CH:15][CH:16]=1)[CH:13]=[C:12]([CH:17]([CH3:26])[CH2:18][NH:19][S:20]([CH:23]([CH3:25])[CH3:24])(=[O:22])=[O:21])[CH:11]=[CH:10]2, predict the reactants needed to synthesize it. The reactants are: B(Br)(Br)Br.C[O:6][C:7]1[CH:8]=[C:9]2[C:14](=[CH:15][CH:16]=1)[CH:13]=[C:12]([CH:17]([CH3:26])[CH2:18][NH:19][S:20]([CH:23]([CH3:25])[CH3:24])(=[O:22])=[O:21])[CH:11]=[CH:10]2.